From a dataset of Peptide-MHC class I binding affinity with 185,985 pairs from IEDB/IMGT. Regression. Given a peptide amino acid sequence and an MHC pseudo amino acid sequence, predict their binding affinity value. This is MHC class I binding data. (1) The peptide sequence is RLRDLNQAV. The MHC is HLA-A02:01 with pseudo-sequence HLA-A02:01. The binding affinity (normalized) is 0.549. (2) The MHC is HLA-A02:50 with pseudo-sequence HLA-A02:50. The binding affinity (normalized) is 0.0847. The peptide sequence is ETWVETWAF.